From a dataset of NCI-60 drug combinations with 297,098 pairs across 59 cell lines. Regression. Given two drug SMILES strings and cell line genomic features, predict the synergy score measuring deviation from expected non-interaction effect. (1) Drug 1: C1=C(C(=O)NC(=O)N1)N(CCCl)CCCl. Drug 2: C1C(C(OC1N2C=NC3=C2NC=NCC3O)CO)O. Cell line: HCT-15. Synergy scores: CSS=27.9, Synergy_ZIP=0.596, Synergy_Bliss=1.07, Synergy_Loewe=-10.7, Synergy_HSA=0.664. (2) Drug 1: CC12CCC3C(C1CCC2=O)CC(=C)C4=CC(=O)C=CC34C. Drug 2: CC12CCC3C(C1CCC2OP(=O)(O)O)CCC4=C3C=CC(=C4)OC(=O)N(CCCl)CCCl.[Na+]. Cell line: K-562. Synergy scores: CSS=5.31, Synergy_ZIP=-15.6, Synergy_Bliss=-28.6, Synergy_Loewe=-38.4, Synergy_HSA=-29.3. (3) Drug 1: CC1CCC2CC(C(=CC=CC=CC(CC(C(=O)C(C(C(=CC(C(=O)CC(OC(=O)C3CCCCN3C(=O)C(=O)C1(O2)O)C(C)CC4CCC(C(C4)OC)O)C)C)O)OC)C)C)C)OC. Drug 2: CC1=C2C(C(=O)C3(C(CC4C(C3C(C(C2(C)C)(CC1OC(=O)C(C(C5=CC=CC=C5)NC(=O)OC(C)(C)C)O)O)OC(=O)C6=CC=CC=C6)(CO4)OC(=O)C)O)C)O. Cell line: NCI/ADR-RES. Synergy scores: CSS=6.83, Synergy_ZIP=-0.689, Synergy_Bliss=-1.33, Synergy_Loewe=0.0418, Synergy_HSA=-1.00.